From a dataset of Full USPTO retrosynthesis dataset with 1.9M reactions from patents (1976-2016). Predict the reactants needed to synthesize the given product. (1) Given the product [Br:25][CH2:52][C:49]1[CH:50]=[CH:51][C:46]([C:44](=[O:45])[CH2:43][N:40]2[C:39](=[O:55])[CH:38]=[C:37]([O:36][CH2:35][C:32]3[CH:31]=[CH:30][C:29]([Cl:28])=[CH:34][N:33]=3)[CH:42]=[N:41]2)=[C:47]([CH3:54])[CH:48]=1, predict the reactants needed to synthesize it. The reactants are: C(OC1C=CN(CC(C2C=CC(C[Br:25])=CC=2C)=O)C(=O)C=1)C1C=CC=CC=1.[Cl:28][C:29]1[CH:30]=[CH:31][C:32]([CH2:35][O:36][C:37]2[CH:42]=[N:41][N:40]([CH2:43][C:44]([C:46]3[CH:51]=[CH:50][C:49]([CH2:52]O)=[CH:48][C:47]=3[CH3:54])=[O:45])[C:39](=[O:55])[CH:38]=2)=[N:33][CH:34]=1.C(OC1C=CN(CC(C2C=CC(CO)=CC=2C)=O)C(=O)C=1)C1C=CC=CC=1. (2) Given the product [I:1][C:2]1[C:3]([C:8]([O:10][CH2:11][CH3:12])=[O:9])=[N:4][N:5]([CH2:24][C:20]2[CH:21]=[CH:22][C:17]([O:16][CH3:15])=[CH:18][CH:19]=2)[C:6]=1[CH3:7], predict the reactants needed to synthesize it. The reactants are: [I:1][C:2]1[C:3]([C:8]([O:10][CH2:11][CH3:12])=[O:9])=[N:4][NH:5][C:6]=1[CH3:7].[H-].[Na+].[CH3:15][O:16][C:17]1[CH:22]=[CH:21][C:20](Cl)=[CH:19][CH:18]=1.[CH3:24]N(C=O)C. (3) Given the product [CH:21]1([CH2:24][N:25]([CH2:26][CH:27]2[CH2:29][CH2:28]2)[C:2]2[C:11]([CH:12]=[O:13])=[CH:10][C:9]3[C:4](=[C:5]([CH3:14])[CH:6]=[CH:7][CH:8]=3)[N:3]=2)[CH2:23][CH2:22]1, predict the reactants needed to synthesize it. The reactants are: Cl[C:2]1[C:11]([CH:12]=[O:13])=[CH:10][C:9]2[C:4](=[C:5]([CH3:14])[CH:6]=[CH:7][CH:8]=2)[N:3]=1.C(=O)([O-])[O-].[K+].[K+].[CH:21]1([CH2:24][NH:25][CH2:26][CH:27]2[CH2:29][CH2:28]2)[CH2:23][CH2:22]1. (4) Given the product [C:33]([OH:38])(=[O:37])[C:34]([OH:36])=[O:35].[CH:1]1([CH2:7][CH2:8][CH2:9][C:10]2[CH:11]=[C:12]([CH:30]=[CH:31][CH:32]=2)[C:13]([N:15]2[CH2:20][CH2:19][N:18]([C:21]([NH:23][C:24]3[CH:25]=[N:26][CH:27]=[CH:28][CH:29]=3)=[O:22])[CH2:17][CH2:16]2)=[O:14])[CH2:6][CH2:5][CH2:4][CH2:3][CH2:2]1, predict the reactants needed to synthesize it. The reactants are: [CH:1]1([CH2:7][CH2:8][CH2:9][C:10]2[CH:11]=[C:12]([CH:30]=[CH:31][CH:32]=2)[C:13]([N:15]2[CH2:20][CH2:19][N:18]([C:21]([NH:23][C:24]3[CH:25]=[N:26][CH:27]=[CH:28][CH:29]=3)=[O:22])[CH2:17][CH2:16]2)=[O:14])[CH2:6][CH2:5][CH2:4][CH2:3][CH2:2]1.[C:33]([OH:38])(=[O:37])[C:34]([OH:36])=[O:35].